From a dataset of Full USPTO retrosynthesis dataset with 1.9M reactions from patents (1976-2016). Predict the reactants needed to synthesize the given product. (1) Given the product [CH3:1][O:2][C:3](=[O:40])[CH2:4][CH2:5][C:6]1[CH:11]=[CH:10][C:9]([C:12]([CH2:13][CH3:14])([C:15]2[CH:20]=[CH:19][C:18]([C:21]#[C:22][C:23]([O:32][CH2:33][O:34][CH3:35])([C:28]([F:29])([F:31])[F:30])[C:24]([F:25])([F:26])[F:27])=[C:17]([CH3:36])[CH:16]=2)[CH2:37][CH3:38])=[CH:8][C:7]=1[CH3:39], predict the reactants needed to synthesize it. The reactants are: [CH3:1][O:2][C:3](=[O:40])/[CH:4]=[CH:5]/[C:6]1[CH:11]=[CH:10][C:9]([C:12]([CH2:37][CH3:38])([C:15]2[CH:20]=[CH:19][C:18]([C:21]#[C:22][C:23]([O:32][CH2:33][O:34][CH3:35])([C:28]([F:31])([F:30])[F:29])[C:24]([F:27])([F:26])[F:25])=[C:17]([CH3:36])[CH:16]=2)[CH2:13][CH3:14])=[CH:8][C:7]=1[CH3:39].[BH4-].[Na+].[NH4+].[Cl-]. (2) Given the product [F:1][C:2]1[CH:7]=[CH:6][C:5]([S:8]([N:11]([C:12]2[CH:17]=[CH:16][C:15]([F:18])=[CH:14][CH:13]=2)[CH2:26][CH:27]([CH3:29])[CH3:28])(=[O:10])=[O:9])=[CH:4][CH:3]=1, predict the reactants needed to synthesize it. The reactants are: [F:1][C:2]1[CH:7]=[CH:6][C:5]([S:8]([NH:11][C:12]2[CH:17]=[CH:16][C:15]([F:18])=[CH:14][CH:13]=2)(=[O:10])=[O:9])=[CH:4][CH:3]=1.C([O-])([O-])=O.[K+].[K+].Br[CH2:26][CH:27]([CH3:29])[CH3:28].O. (3) Given the product [NH2:17][S:14]([C:13]1[CH:12]=[C:11]([CH:10]=[C:9]([N:21]2[CH2:25][CH2:24][CH2:23][CH2:22]2)[C:8]=1[O:7][C:4]1[CH:5]=[CH:6][CH:1]=[CH:2][CH:3]=1)[C:18]([O-:20])=[O:19])(=[O:16])=[O:15].[CH2:27]([N+:43]([CH3:46])([CH3:44])[CH3:45])[CH2:28][CH2:29][CH2:30][CH2:31][CH2:32][CH2:33][CH2:34][CH2:35][CH2:36][CH2:37][CH2:38][CH2:39][CH2:40][CH2:41][CH3:42], predict the reactants needed to synthesize it. The reactants are: [CH:1]1[CH:2]=[CH:3][C:4]([O:7][C:8]2[C:9]([N:21]3[CH2:25][CH2:24][CH2:23][CH2:22]3)=[CH:10][C:11]([C:18]([OH:20])=[O:19])=[CH:12][C:13]=2[S:14]([NH2:17])(=[O:16])=[O:15])=[CH:5][CH:6]=1.[OH-].[CH2:27]([N+:43]([CH3:46])([CH3:45])[CH3:44])[CH2:28][CH2:29][CH2:30][CH2:31][CH2:32][CH2:33][CH2:34][CH2:35][CH2:36][CH2:37][CH2:38][CH2:39][CH2:40][CH2:41][CH3:42]. (4) Given the product [NH:1]([C:8]1[N:13]=[C:12]([C:14]2[N:18]([CH2:19][CH2:20][CH3:21])[C:17]([CH2:22][N:25]([CH3:26])[CH3:24])=[N:16][CH:15]=2)[CH:11]=[CH:10][N:9]=1)[C:2]1[CH:7]=[CH:6][CH:5]=[CH:4][CH:3]=1, predict the reactants needed to synthesize it. The reactants are: [NH:1]([C:8]1[N:13]=[C:12]([C:14]2[N:18]([CH2:19][CH2:20][CH3:21])[C:17]([CH:22]=O)=[N:16][CH:15]=2)[CH:11]=[CH:10][N:9]=1)[C:2]1[CH:7]=[CH:6][CH:5]=[CH:4][CH:3]=1.[CH3:24][NH:25][CH3:26].C(O)(=O)C.C([BH3-])#N.[Na+].